This data is from Reaction yield outcomes from USPTO patents with 853,638 reactions. The task is: Predict the reaction yield, written as a fraction of the theoretical maximum amount of product (1.0 means a 100% yield; for example, 0.34 means a 34% yield). (1) The reactants are C(OC(=O)NC1CC(=O)OC1OC1CCCC1)C=C.NC1C=CC(C(NC(C)C(N2CCCC2C(O)=O)=O)=O)=CC=1Cl.[O:43]=[C:44]1[O:48][CH:47]([O:49][CH2:50][CH2:51][C:52]2C=CC=[CH:54][CH:53]=2)[CH:46]([NH:58][C:59]([CH:61]2[CH2:65][CH2:64][CH2:63][N:62]2[C:66](=[O:80])[CH:67]([NH:69][C:70](=[O:79])[C:71]2[CH:76]=[CH:75][C:74]([NH2:77])=[C:73]([Cl:78])[CH:72]=2)[CH3:68])=[O:60])[CH2:45]1. No catalyst specified. The product is [CH:50]1([O:49][CH:47]2[CH:46]([NH:58][C:59]([CH:61]3[CH2:65][CH2:64][CH2:63][N:62]3[C:66](=[O:80])[CH:67]([NH:69][C:70](=[O:79])[C:71]3[CH:76]=[CH:75][C:74]([NH2:77])=[C:73]([Cl:78])[CH:72]=3)[CH3:68])=[O:60])[CH2:45][C:44](=[O:43])[O:48]2)[CH2:51][CH2:52][CH2:53][CH2:54]1. The yield is 0.510. (2) The reactants are Cl.[NH2:2][CH:3]1[CH2:12][C:11]2[C:6](=[CH:7][C:8]([Br:13])=[CH:9][CH:10]=2)[N:5]([OH:14])[C:4]1=[O:15].[C:16](O[C:16]([O:18][C:19]([CH3:22])([CH3:21])[CH3:20])=[O:17])([O:18][C:19]([CH3:22])([CH3:21])[CH3:20])=[O:17].C(N(CC)CC)C.O. The catalyst is C(Cl)Cl. The product is [Br:13][C:8]1[CH:7]=[C:6]2[C:11]([CH2:12][CH:3]([NH:2][C:16](=[O:17])[O:18][C:19]([CH3:22])([CH3:21])[CH3:20])[C:4](=[O:15])[N:5]2[OH:14])=[CH:10][CH:9]=1. The yield is 0.410. (3) The reactants are [O:1]([C:8]1[N:13]=[CH:12][C:11]([CH:14]=O)=[CH:10][CH:9]=1)[C:2]1[CH:7]=[CH:6][CH:5]=[CH:4][CH:3]=1.[N+:16]([CH3:19])([O-:18])=[O:17].C([O-])(=O)C.[NH4+].[BH4-].[Na+]. The catalyst is C(O)(=O)C. The product is [N+:16]([CH2:19][CH2:14][C:11]1[CH:10]=[CH:9][C:8]([O:1][C:2]2[CH:7]=[CH:6][CH:5]=[CH:4][CH:3]=2)=[N:13][CH:12]=1)([O-:18])=[O:17]. The yield is 0.550. (4) The reactants are [F:1][C:2]1[CH:7]=[CH:6][CH:5]=[C:4]([I:8])[C:3]=1[CH2:9][C:10]([OH:12])=O.[CH3:13][C@@H:14]([NH:23][CH3:24])[C@H:15]([OH:22])[C:16]1[CH:21]=[CH:20][CH:19]=[CH:18][CH:17]=1.CN1CCOCC1.CN(C(ON1N=NC2C=CC=NC1=2)=[N+](C)C)C.F[P-](F)(F)(F)(F)F. The catalyst is CCOC(C)=O.CN(C=O)C. The product is [F:1][C:2]1[CH:7]=[CH:6][CH:5]=[C:4]([I:8])[C:3]=1[CH2:9][C:10]([N:23]([C@H:14]([CH3:13])[C@H:15]([OH:22])[C:16]1[CH:21]=[CH:20][CH:19]=[CH:18][CH:17]=1)[CH3:24])=[O:12]. The yield is 0.638. (5) The product is [Br:1][C:2]1[C:3]([F:23])=[CH:4][C:5]2[N:9]([CH2:31][O:30][CH2:29][CH2:28][Si:27]([CH3:34])([CH3:33])[CH3:26])[C:8]([C@@H:10]3[CH2:14][CH2:13][CH2:12][N:11]3[C:15]([O:17][C:18]([CH3:19])([CH3:20])[CH3:21])=[O:16])=[N:7][C:6]=2[CH:22]=1. The reactants are [Br:1][C:2]1[C:3]([F:23])=[CH:4][C:5]2[N:9]=[C:8]([C@@H:10]3[CH2:14][CH2:13][CH2:12][N:11]3[C:15]([O:17][C:18]([CH3:21])([CH3:20])[CH3:19])=[O:16])[NH:7][C:6]=2[CH:22]=1.[H-].[Na+].[CH3:26][Si:27]([CH3:34])([CH3:33])[CH2:28][CH2:29][O:30][CH2:31]Cl.O. The catalyst is C1COCC1.CCOC(C)=O. The yield is 0.890. (6) The reactants are [OH-].[Na+].C(=O)([O-])O.[Na+].[CH3:8][C:9]([NH2:14])([CH3:13])[CH2:10][S:11][CH3:12].[C:15](Cl)(=[O:25])[C:16]1[C:17](=[CH:21][CH:22]=[CH:23][CH:24]=1)[C:18](Cl)=[O:19].[Cl-].[Na+].C1(=O)NC(=[O:35])C2=CC=CC1=C2.OO.[CH3:42][C:43]1[CH:49]=[C:48]([C:50]([F:59])([C:55]([F:58])([F:57])[F:56])[C:51]([F:54])([F:53])[F:52])[CH:47]=[CH:46][C:44]=1[NH2:45].S([O-])([O-])=O.[Na+].[Na+]. The catalyst is O.O.C1(C)C=CC(S(O)(=O)=O)=CC=1.ClC1C=CC=CC=1. The product is [CH3:8][C:9]([NH:14][C:15]([C:16]1[C:17]([C:18]([NH:45][C:44]2[CH:46]=[CH:47][C:48]([C:50]([F:59])([C:51]([F:53])([F:54])[F:52])[C:55]([F:56])([F:57])[F:58])=[CH:49][C:43]=2[CH3:42])=[O:19])=[CH:21][CH:22]=[CH:23][CH:24]=1)=[O:25])([CH3:13])[CH2:10][S:11]([CH3:12])=[O:35]. The yield is 0.850. (7) The yield is 0.200. The catalyst is CN(C=O)C.C(O)C. The reactants are [N-:1]=[N+:2]=[N-:3].[Na+].[Cl-].[F:6][C:7]1[CH:12]=[CH:11][C:10]([C:13]#[C:14][P+](C2C=CC=CC=2)(C2C=CC=CC=2)C2C=CC=CC=2)=[CH:9][CH:8]=1.[OH-].[Na+].O. The product is [F:6][C:7]1[CH:12]=[CH:11][C:10]([C:13]2[N:1]=[N:2][NH:3][CH:14]=2)=[CH:9][CH:8]=1.